From a dataset of Peptide-MHC class I binding affinity with 185,985 pairs from IEDB/IMGT. Regression. Given a peptide amino acid sequence and an MHC pseudo amino acid sequence, predict their binding affinity value. This is MHC class I binding data. (1) The peptide sequence is QIHLAIMAVF. The MHC is HLA-B15:01 with pseudo-sequence HLA-B15:01. The binding affinity (normalized) is 0.738. (2) The peptide sequence is YLPAIVREA. The MHC is HLA-A02:03 with pseudo-sequence HLA-A02:03. The binding affinity (normalized) is 0.762. (3) The peptide sequence is KSNILMWNK. The MHC is HLA-A03:01 with pseudo-sequence HLA-A03:01. The binding affinity (normalized) is 0.694. (4) The peptide sequence is DCIMTSYQY. The MHC is HLA-A26:01 with pseudo-sequence HLA-A26:01. The binding affinity (normalized) is 0.0951. (5) The MHC is HLA-B15:01 with pseudo-sequence HLA-B15:01. The binding affinity (normalized) is 0.00942. The peptide sequence is KVQRQIQVH. (6) The peptide sequence is QPKKAAAAL. The MHC is HLA-B51:01 with pseudo-sequence HLA-B51:01. The binding affinity (normalized) is 0.0847. (7) The peptide sequence is MNPNQKII. The MHC is Mamu-A01 with pseudo-sequence Mamu-A01. The binding affinity (normalized) is 0.0669. (8) The peptide sequence is AARHKHQVM. The MHC is HLA-A02:03 with pseudo-sequence HLA-A02:03. The binding affinity (normalized) is 0.0847. (9) The peptide sequence is EVMPVSMAK. The MHC is HLA-A02:02 with pseudo-sequence HLA-A02:02. The binding affinity (normalized) is 0.128. (10) The peptide sequence is SSLDQTHIK. The MHC is HLA-A11:01 with pseudo-sequence HLA-A11:01. The binding affinity (normalized) is 0.680.